Dataset: Catalyst prediction with 721,799 reactions and 888 catalyst types from USPTO. Task: Predict which catalyst facilitates the given reaction. (1) Reactant: [C:1]1([NH2:8])[CH:6]=[CH:5][C:4]([NH2:7])=[CH:3][CH:2]=1.[C:9](O[C:9]([O:11][C:12]([CH3:15])([CH3:14])[CH3:13])=[O:10])([O:11][C:12]([CH3:15])([CH3:14])[CH3:13])=[O:10]. Product: [C:9]([NH:7][C:4]1[CH:5]=[CH:6][C:1]([NH2:8])=[CH:2][CH:3]=1)([O:11][C:12]([CH3:15])([CH3:14])[CH3:13])=[O:10]. The catalyst class is: 4. (2) The catalyst class is: 6. Product: [CH3:9][O:10][CH2:11][CH2:12][NH:7][C:3]1[CH:4]=[CH:5][CH:6]=[C:1]([NH2:8])[CH:2]=1. Reactant: [C:1]1([NH2:8])[CH:6]=[CH:5][CH:4]=[C:3]([NH2:7])[CH:2]=1.[CH3:9][O:10][CH2:11][CH2:12]Cl.C(=O)([O-])[O-].[Na+].[Na+]. (3) Reactant: [NH2:1][CH:2]([C:6]([OH:8])=[O:7])[CH:3]([CH3:5])[CH3:4].[C:9]1([CH3:21])[CH:14]=[C:13]([CH3:15])[CH:12]=[C:11]([CH3:16])[C:10]=1[S:17](Cl)(=[O:19])=[O:18].[OH-].[Na+]. Product: [CH3:4][CH:3]([CH3:5])[CH:2]([NH:1][S:17]([C:10]1[C:11]([CH3:16])=[CH:12][C:13]([CH3:15])=[CH:14][C:9]=1[CH3:21])(=[O:19])=[O:18])[C:6]([OH:8])=[O:7]. The catalyst class is: 283. (4) Reactant: [F:1][C:2]1[C:7]2[C:8]([C:18](=[O:21])[NH:19][CH3:20])=[C:9]([C:11]3[CH:16]=[CH:15][C:14]([F:17])=[CH:13][CH:12]=3)[O:10][C:6]=2[CH:5]=[C:4]([N+:22]([O-:24])=[O:23])[C:3]=1[C:25]1[CH:26]=[C:27]([CH:31]=[CH:32][CH:33]=1)[C:28]([OH:30])=O.Cl.[C:35]12([NH2:40])[CH2:39][CH:37]([CH2:38]1)[CH2:36]2.C(N(C(C)C)C(C)C)C.O. Product: [C:35]12([NH:40][C:28]([C:27]3[CH:26]=[C:25]([C:3]4[C:4]([N+:22]([O-:24])=[O:23])=[CH:5][C:6]5[O:10][C:9]([C:11]6[CH:16]=[CH:15][C:14]([F:17])=[CH:13][CH:12]=6)=[C:8]([C:18]([NH:19][CH3:20])=[O:21])[C:7]=5[C:2]=4[F:1])[CH:33]=[CH:32][CH:31]=3)=[O:30])[CH2:39][CH:37]([CH2:38]1)[CH2:36]2. The catalyst class is: 3. (5) Reactant: [Br:1][C:2]1[CH:3]=[C:4]2[C:9](Cl)=[C:8]([C:11]([NH2:13])=[O:12])[CH:7]=[N:6][N:5]2[CH:14]=1.[NH2:15][C@H:16]1[C@@H:20]([O:21][CH3:22])[CH2:19][N:18]([C:23]([O:25][CH2:26][C:27]2[CH:32]=[CH:31][CH:30]=[CH:29][CH:28]=2)=[O:24])[CH2:17]1.C(N(CC)C(C)C)(C)C.O. The catalyst class is: 3. Product: [Br:1][C:2]1[CH:3]=[C:4]2[C:9]([NH:15][C@H:16]3[C@@H:20]([O:21][CH3:22])[CH2:19][N:18]([C:23]([O:25][CH2:26][C:27]4[CH:32]=[CH:31][CH:30]=[CH:29][CH:28]=4)=[O:24])[CH2:17]3)=[C:8]([C:11](=[O:12])[NH2:13])[CH:7]=[N:6][N:5]2[CH:14]=1. (6) Reactant: [NH2:1][C:2]1[N:7]=[C:6]([CH3:8])[C:5]([C:9]#[C:10][CH2:11][CH2:12][NH:13]C(=O)OCC2C=CC=CC=2)=[C:4]([NH:24][CH2:25][CH2:26][CH2:27][CH2:28][CH3:29])[N:3]=1. Product: [NH2:13][CH2:12][CH2:11][CH2:10][CH2:9][C:5]1[C:4]([NH:24][CH2:25][CH2:26][CH2:27][CH2:28][CH3:29])=[N:3][C:2]([NH2:1])=[N:7][C:6]=1[CH3:8]. The catalyst class is: 50.